From a dataset of Forward reaction prediction with 1.9M reactions from USPTO patents (1976-2016). Predict the product of the given reaction. (1) The product is: [CH2:1]([O:5][C:6]1[CH:7]=[CH:8][C:9]([CH2:12][N:17]=[C:31]=[O:39])=[CH:10][CH:11]=1)[CH:2]([CH3:3])[CH3:4]. Given the reactants [CH2:1]([O:5][C:6]1[CH:11]=[CH:10][C:9]([CH2:12]C(O)=O)=[CH:8][CH:7]=1)[CH:2]([CH3:4])[CH3:3].C[N:17]([CH3:31])C1C2C(=CC=CC=2N(C)C)C=CC=1.C1(P(N=[N+]=[N-])(C2C=CC=CC=2)=[O:39])C=CC=CC=1, predict the reaction product. (2) The product is: [F:15][C:2]([F:14])([F:1])[C:3]1[CH:4]=[CH:5][C:6]2[O:10][CH:9]3[CH2:17][C:8]3([CH2:11][OH:12])[C:7]=2[CH:13]=1. Given the reactants [F:1][C:2]([F:15])([F:14])[C:3]1[CH:4]=[CH:5][C:6]2[O:10][CH:9]=[C:8]([CH2:11][OH:12])[C:7]=2[CH:13]=1.I[CH2:17]I.C([Zn]CC)C, predict the reaction product. (3) Given the reactants [C:1]([C:3]1[CH:8]=[C:7]([CH3:9])[CH:6]=[CH:5][C:4]=1[C:10]1[CH:15]=[C:14]([O:16][C:17]2[S:18][CH:19]=[CH:20][N:21]=2)[CH:13]=[C:12]([C:22](O)=[O:23])[CH:11]=1)#[N:2].[CH3:25][C:26]1[N:31]=[CH:30][C:29]([C@H:32]([NH2:34])[CH3:33])=[CH:28][N:27]=1.C(N(CC)C(C)C)(C)C, predict the reaction product. The product is: [C:1]([C:3]1[CH:8]=[C:7]([CH3:9])[CH:6]=[CH:5][C:4]=1[C:10]1[CH:15]=[C:14]([O:16][C:17]2[S:18][CH:19]=[CH:20][N:21]=2)[CH:13]=[C:12]([C:22]([NH:34][C@@H:32]([C:29]2[CH:28]=[N:27][C:26]([CH3:25])=[N:31][CH:30]=2)[CH3:33])=[O:23])[CH:11]=1)#[N:2]. (4) Given the reactants [CH3:1][O:2][C:3]1[CH:8]=[CH:7][CH:6]=[C:5]([CH:9]=[CH:10][N+:11]([O-])=O)[CH:4]=1.[H-].[H-].[H-].[H-].[Li+].[Al+3], predict the reaction product. The product is: [CH3:1][O:2][C:3]1[CH:4]=[C:5]([CH2:9][CH2:10][NH2:11])[CH:6]=[CH:7][CH:8]=1. (5) The product is: [CH:13]1([NH:18][O:19][Si:10]([C:6]([CH3:9])([CH3:8])[CH3:7])([CH3:11])[CH3:2])[CH2:17][CH2:16][CH2:15][CH2:14]1. Given the reactants N1C=CN=[CH:2]1.[C:6]([SiH:10](Cl)[CH3:11])([CH3:9])([CH3:8])[CH3:7].[CH:13]1([NH:18][OH:19])[CH2:17][CH2:16][CH2:15][CH2:14]1, predict the reaction product. (6) Given the reactants C[O:2][C:3](=[O:24])[C:4]1[CH:9]=[CH:8][N:7]=[C:6]([O:10][CH2:11][C:12]2[C:13]([C:18]3[CH:23]=[CH:22][CH:21]=[CH:20][CH:19]=3)=[N:14][O:15][C:16]=2[CH3:17])[CH:5]=1.O.[OH-].[Li+].Cl, predict the reaction product. The product is: [CH3:17][C:16]1[O:15][N:14]=[C:13]([C:18]2[CH:19]=[CH:20][CH:21]=[CH:22][CH:23]=2)[C:12]=1[CH2:11][O:10][C:6]1[CH:5]=[C:4]([CH:9]=[CH:8][N:7]=1)[C:3]([OH:24])=[O:2]. (7) Given the reactants [C:1]([C:3]1[N:7]2[N:8]=[CH:9][CH:10]=[CH:11][C:6]2=[N:5][CH:4]=1)#[CH:2].[CH3:12][N:13]([CH3:41])[C@@H:14]1[CH2:18][CH2:17][N:16]([CH2:19][C:20]2[CH:25]=[CH:24][C:23]([NH:26][C:27](=[O:36])[C:28]3[CH:33]=[CH:32][C:31]([CH3:34])=[C:30](I)[CH:29]=3)=[CH:22][C:21]=2[C:37]([F:40])([F:39])[F:38])[CH2:15]1.C(N(CC)C(C)C)(C)C, predict the reaction product. The product is: [CH3:41][N:13]([CH3:12])[C@@H:14]1[CH2:18][CH2:17][N:16]([CH2:19][C:20]2[CH:25]=[CH:24][C:23]([NH:26][C:27](=[O:36])[C:28]3[CH:33]=[CH:32][C:31]([CH3:34])=[C:30]([C:2]#[C:1][C:3]4[N:7]5[N:8]=[CH:9][CH:10]=[CH:11][C:6]5=[N:5][CH:4]=4)[CH:29]=3)=[CH:22][C:21]=2[C:37]([F:40])([F:39])[F:38])[CH2:15]1. (8) The product is: [CH2:27]([O:29][N:30]=[C:15]1[CH2:14][CH2:13][CH2:12][O:11][CH:10]1[CH2:9][O:8][C:7]1[CH:17]=[CH:18][C:4]([CH:1]2[CH2:3][CH2:2]2)=[CH:5][CH:6]=1)[CH3:28]. Given the reactants [CH:1]1([C:4]2[CH:18]=[CH:17][C:7]([O:8][CH2:9][CH:10]3[C:15](=O)[CH2:14][CH2:13][CH2:12][O:11]3)=[CH:6][CH:5]=2)[CH2:3][CH2:2]1.C(N(CC)CC)C.Cl.[CH2:27]([O:29][NH2:30])[CH3:28], predict the reaction product. (9) The product is: [CH3:26][O:25][C:23](=[O:24])[C:12]1[CH:11]=[CH:10][C:9]([NH2:13])=[CH:8][C:7]=1[O:6][CH2:5][CH2:4][N:3]([CH2:1][CH3:2])[CH2:14][CH3:15]. Given the reactants [CH2:1]([N:3]([CH2:14][CH3:15])[CH2:4][CH2:5][O:6][C:7]1[CH:8]=[C:9]([NH2:13])[CH:10]=[CH:11][CH:12]=1)[CH3:2].CN1CCN([C:23]([O:25][CH2:26]C2C=CC=C([N+]([O-])=O)C=2)=[O:24])CC1, predict the reaction product. (10) Given the reactants Cl[C:2]1[CH:7]=[C:6]([CH:8]2[CH2:11][N:10]([CH:12]3[CH2:15][O:14][CH2:13]3)[CH2:9]2)[CH:5]=[C:4](Cl)[N:3]=1.C(P(C12CC3CC(CC(C3)C1)C2)C12CC3CC(CC(C3)C1)C2)CCC.[CH:42]1([B-](F)(F)F)[CH2:44][CH2:43]1.[K+].C(=O)([O-])[O-].[Cs+].[Cs+].[F:56][CH:57]([F:75])[O:58][C:59]1[C:60]([NH2:74])=[N:61][CH:62]=[C:63](B2OC(C)(C)C(C)(C)O2)[CH:64]=1.C1(P(C2CCCCC2)C2C=CC=CC=2C2C(C(C)C)=CC(C(C)C)=CC=2C(C)C)CCCCC1.O.[O-]P([O-])([O-])=O.[K+].[K+].[K+], predict the reaction product. The product is: [CH:42]1([C:4]2[N:3]=[C:2]([C:63]3[CH:62]=[N:61][C:60]([NH2:74])=[C:59]([O:58][CH:57]([F:56])[F:75])[CH:64]=3)[CH:7]=[C:6]([CH:8]3[CH2:11][N:10]([CH:12]4[CH2:15][O:14][CH2:13]4)[CH2:9]3)[CH:5]=2)[CH2:44][CH2:43]1.